This data is from Reaction yield outcomes from USPTO patents with 853,638 reactions. The task is: Predict the reaction yield, written as a fraction of the theoretical maximum amount of product (1.0 means a 100% yield; for example, 0.34 means a 34% yield). (1) The reactants are C(N(CC)CC)C.[CH2:8]([N:15]1[CH:19]=[C:18]([C:20]([CH3:23])([CH3:22])[CH3:21])[N:17]=[C:16]1[C@H:24]([NH2:35])[CH2:25][C:26]1[C:34]2[C:29](=[CH:30][CH:31]=[CH:32][CH:33]=2)[NH:28][CH:27]=1)[C:9]1[CH:14]=[CH:13][CH:12]=[CH:11][CH:10]=1.[CH2:36](Cl)[C:37]1[CH:42]=[CH:41][CH:40]=[CH:39][CH:38]=1. The catalyst is C(#N)C.C(OCC)(=O)C.O. The product is [CH2:36]([NH:35][C@@H:24]([C:16]1[N:15]([CH2:8][C:9]2[CH:14]=[CH:13][CH:12]=[CH:11][CH:10]=2)[CH:19]=[C:18]([C:20]([CH3:22])([CH3:23])[CH3:21])[N:17]=1)[CH2:25][C:26]1[C:34]2[C:29](=[CH:30][CH:31]=[CH:32][CH:33]=2)[NH:28][CH:27]=1)[C:37]1[CH:42]=[CH:41][CH:40]=[CH:39][CH:38]=1. The yield is 0.0500. (2) The reactants are [CH2:1]([O:8][CH2:9][N:10]1[C:18]2[CH:17]=[C:16]([C:19]([OH:21])=O)[N:15]=[C:14]([NH:22][CH2:23][C:24]3[C:29]([CH3:30])=[CH:28][CH:27]=[CH:26][C:25]=3[CH2:31][CH3:32])[C:13]=2[N:12]=[C:11]1[CH3:33])[C:2]1[CH:7]=[CH:6][CH:5]=[CH:4][CH:3]=1.F[B-](F)(F)F.N1(O[C:49](N(C)C)=[N+:50](C)[CH3:51])C2C=CC=CC=2N=N1.CNC.O. The catalyst is ClCCl. The product is [CH3:49][N:50]([CH3:51])[C:19]([C:16]1[N:15]=[C:14]([NH:22][CH2:23][C:24]2[C:29]([CH3:30])=[CH:28][CH:27]=[CH:26][C:25]=2[CH2:31][CH3:32])[C:13]2[N:12]=[C:11]([CH3:33])[N:10]([CH2:9][O:8][CH2:1][C:2]3[CH:7]=[CH:6][CH:5]=[CH:4][CH:3]=3)[C:18]=2[CH:17]=1)=[O:21]. The yield is 0.850. (3) The reactants are [C:1]([C:5]1[S:9][C:8]([C@H:10]2[CH2:15][C@@H:14]([C:16](=[O:23])[CH2:17][C:18](OCC)=[O:19])[CH2:13][CH2:12][N:11]2[C:24]([O:26][CH3:27])=[O:25])=[CH:7][CH:6]=1)([CH3:4])([CH3:3])[CH3:2].[OH-].[Na+].[NH2:30]O.Cl. The catalyst is CO.O. The product is [C:1]([C:5]1[S:9][C:8]([C@H:10]2[CH2:15][C@@H:14]([C:16]3[O:23][NH:30][C:18](=[O:19])[CH:17]=3)[CH2:13][CH2:12][N:11]2[C:24]([O:26][CH3:27])=[O:25])=[CH:7][CH:6]=1)([CH3:4])([CH3:3])[CH3:2]. The yield is 0.491. (4) The reactants are [Br:1][C:2]1[CH:3]=[C:4]([CH:7]=[C:8]([C:10]([F:13])([F:12])[F:11])[CH:9]=1)[CH:5]=O.[CH3:14][NH:15][CH3:16].C(O[BH-](OC(=O)C)OC(=O)C)(=O)C.[Na+]. The catalyst is C(Cl)Cl. The product is [Br:1][C:2]1[CH:3]=[C:4]([CH2:5][N:15]([CH3:16])[CH3:14])[CH:7]=[C:8]([C:10]([F:13])([F:12])[F:11])[CH:9]=1. The yield is 0.740. (5) The reactants are C([O:3][C:4](=[O:29])[CH:5]([CH:11]([C:18]1[C:26]2[C:21](=[N:22][CH:23]=[CH:24][C:25]=2[O:27][CH3:28])[NH:20][CH:19]=1)[C:12]1[CH:17]=[CH:16][CH:15]=[CH:14][CH:13]=1)[C:6]([O:8]CC)=[O:7])C.O.[OH-].[K+]. The catalyst is C1COCC1.CCO. The product is [CH3:28][O:27][C:25]1[CH:24]=[CH:23][N:22]=[C:21]2[NH:20][CH:19]=[C:18]([CH:11]([C:12]3[CH:13]=[CH:14][CH:15]=[CH:16][CH:17]=3)[CH:5]([C:4]([OH:29])=[O:3])[C:6]([OH:8])=[O:7])[C:26]=12. The yield is 0.940. (6) The reactants are [CH3:1][C:2]1[CH:11]=[CH:10][C:5]([C:6]([NH:8][NH2:9])=[O:7])=[CH:4][CH:3]=1.C([O-])([O-])=O.[K+].[K+].[Cl:18][CH2:19][C:20](Cl)=[O:21]. The catalyst is C(#N)C. The product is [Cl:18][CH2:19][C:20]([NH:9][NH:8][C:6](=[O:7])[C:5]1[CH:4]=[CH:3][C:2]([CH3:1])=[CH:11][CH:10]=1)=[O:21]. The yield is 0.820. (7) The reactants are [C:1]([C:3]1[C:4]([C:21]2[CH:26]=[CH:25][C:24]([O:27][C:28]3[CH:33]=[CH:32][CH:31]=[CH:30][CH:29]=3)=[CH:23][CH:22]=2)=[N:5][N:6]2[C:11]([CH2:12][N:13](C)[C:14](=O)C(F)(F)F)=[CH:10][CH:9]=[N:8][C:7]=12)#[N:2].[BH4-].[Na+]. The catalyst is CCO. The product is [CH3:14][NH:13][CH2:12][CH:11]1[N:6]2[N:5]=[C:4]([C:21]3[CH:26]=[CH:25][C:24]([O:27][C:28]4[CH:33]=[CH:32][CH:31]=[CH:30][CH:29]=4)=[CH:23][CH:22]=3)[C:3]([C:1]#[N:2])=[C:7]2[NH:8][CH2:9][CH2:10]1. The yield is 0.630. (8) The reactants are [CH3:1][O:2][C:3]1[C:8]([CH2:9][CH2:10][CH2:11][CH2:12][CH2:13][CH3:14])=[CH:7][CH:6]=[C:5]([O:15]C)[C:4]=1[C:17]1[CH:22]=[CH:21][C:20]([C:23](=[O:28])[C:24]([F:27])([F:26])[F:25])=[CH:19][CH:18]=1.B(Cl)(Cl)Cl. The catalyst is [N+](CCCC)(CCCC)(CCCC)CCCC.[I-].C(Cl)Cl. The product is [F:25][C:24]([F:26])([F:27])[C:23]([C:20]1[CH:19]=[CH:18][C:17]([C:4]2[C:5]([OH:15])=[CH:6][CH:7]=[C:8]([CH2:9][CH2:10][CH2:11][CH2:12][CH2:13][CH3:14])[C:3]=2[O:2][CH3:1])=[CH:22][CH:21]=1)=[O:28]. The yield is 0.680.